Dataset: Reaction yield outcomes from USPTO patents with 853,638 reactions. Task: Predict the reaction yield, written as a fraction of the theoretical maximum amount of product (1.0 means a 100% yield; for example, 0.34 means a 34% yield). (1) The reactants are [CH:1]([C:4]1[CH:5]=[C:6]([C:10]2([NH2:13])[CH2:12][CH2:11]2)[CH:7]=[CH:8][CH:9]=1)([CH3:3])[CH3:2].[N:14]12[CH2:21][CH2:20][CH:17]([CH2:18][CH2:19]1)[CH:16]([CH2:22][C:23](O)=[O:24])[CH2:15]2. No catalyst specified. The product is [N:14]12[CH2:19][CH2:18][CH:17]([CH2:20][CH2:21]1)[CH:16]([CH2:22][C:23]([NH:13][C:10]1([C:6]3[CH:7]=[CH:8][CH:9]=[C:4]([CH:1]([CH3:3])[CH3:2])[CH:5]=3)[CH2:12][CH2:11]1)=[O:24])[CH2:15]2. The yield is 0.140. (2) The product is [NH2:8][C:9]1[S:13][C:12]([C:14]2[C:19]([F:20])=[CH:18][CH:17]=[CH:16][C:15]=2[F:21])=[N:11][C:10]=1[C:22]([NH:24][C:25]1[CH:26]=[N:27][C:28]2[C:33]([C:34]=1[N:35]1[CH2:40][CH2:39][CH2:38][C@H:37]([NH2:41])[CH2:36]1)=[CH:32][CH:31]=[CH:30][CH:29]=2)=[O:23]. The catalyst is C(Cl)Cl. The yield is 0.250. The reactants are C(OC([NH:8][C:9]1[S:13][C:12]([C:14]2[C:19]([F:20])=[CH:18][CH:17]=[CH:16][C:15]=2[F:21])=[N:11][C:10]=1[C:22]([NH:24][C:25]1[CH:26]=[N:27][C:28]2[C:33]([C:34]=1[N:35]1[CH2:40][CH2:39][CH2:38][C@H:37]([NH:41]C(=O)OC(C)(C)C)[CH2:36]1)=[CH:32][CH:31]=[CH:30][CH:29]=2)=[O:23])=O)(C)(C)C.C(O)(C(F)(F)F)=O. (3) The reactants are [NH2:1][C:2]1[S:6][C:5]([NH:7][C:8]2[CH:17]=[CH:16][C:15]3[C:10](=[CH:11][CH:12]=[CH:13][CH:14]=3)[CH:9]=2)=[N:4][C:3]=1[C:18]([NH2:20])=[O:19].[CH3:21][C:22]1[CH:30]=[CH:29][C:25]([C:26](Cl)=[O:27])=[CH:24][C:23]=1[N+:31]([O-:33])=[O:32]. The catalyst is N1C=CC=CC=1. The product is [CH3:21][C:22]1[CH:30]=[CH:29][C:25]([C:26]([NH:1][C:2]2[S:6][C:5]([NH:7][C:8]3[CH:17]=[CH:16][C:15]4[C:10](=[CH:11][CH:12]=[CH:13][CH:14]=4)[CH:9]=3)=[N:4][C:3]=2[C:18]([NH2:20])=[O:19])=[O:27])=[CH:24][C:23]=1[N+:31]([O-:33])=[O:32]. The yield is 0.660. (4) The yield is 0.970. The catalyst is C(Cl)Cl. The reactants are [Cl:1][C:2]1[CH:3]=[C:4]([CH:10]([C:29]([F:32])([F:31])[F:30])/[CH:11]=[CH:12]/[C:13]2[CH:14]=[C:15]3[C:19](=[CH:20][CH:21]=2)[N:18](C(OC(C)(C)C)=O)[CH:17]=[CH:16]3)[CH:5]=[C:6]([Cl:9])[C:7]=1[F:8].C(O)(C(F)(F)F)=O. The product is [Cl:9][C:6]1[CH:5]=[C:4]([CH:10]([C:29]([F:30])([F:32])[F:31])/[CH:11]=[CH:12]/[C:13]2[CH:14]=[C:15]3[C:19](=[CH:20][CH:21]=2)[NH:18][CH:17]=[CH:16]3)[CH:3]=[C:2]([Cl:1])[C:7]=1[F:8]. (5) The reactants are [C:1]([C:5]1[NH:6][C:7]2[C:12]([CH:13]=1)=[CH:11][C:10]([N+:14]([O-:16])=[O:15])=[CH:9][C:8]=2[C:17](OC)=[O:18])([CH3:4])([CH3:3])[CH3:2].ClCCl.CC(C[AlH]CC(C)C)C. The catalyst is O. The product is [C:1]([C:5]1[NH:6][C:7]2[C:12]([CH:13]=1)=[CH:11][C:10]([N+:14]([O-:16])=[O:15])=[CH:9][C:8]=2[CH2:17][OH:18])([CH3:4])([CH3:2])[CH3:3]. The yield is 0.730. (6) The reactants are C(#N)C.[SH:4][C:5]1[N:9]([CH3:10])[N:8]=[N:7][N:6]=1.[CH2:11]1[CH2:17][S:14](=[O:16])(=[O:15])[O:13][CH2:12]1.C(Cl)(Cl)Cl. The catalyst is CO. The product is [CH3:10][N:9]1[C:5]([S:4][CH2:12][CH2:11][CH2:17][S:14]([OH:16])(=[O:15])=[O:13])=[N:6][N:7]=[N:8]1. The yield is 0.680. (7) The reactants are [C:1]([OH:18])(=[O:17])[CH2:2][CH2:3][CH2:4][CH2:5][CH2:6][CH2:7][CH2:8][CH2:9][CH2:10][CH2:11][CH2:12][CH2:13][CH2:14][CH2:15][CH3:16].C(=O)(O)[O-].[Na+].S([O-])([O-])(=O)=O.C([N+](CCCC)(CCCC)CCCC)CCC.C([N+](CCCC)(CCCC)CCCC)CCC.S(Cl)(O[CH2:67][Cl:68])(=O)=O. The catalyst is ClCCl.O. The product is [C:1]([O:18][CH2:67][Cl:68])(=[O:17])[CH2:2][CH2:3][CH2:4][CH2:5][CH2:6][CH2:7][CH2:8][CH2:9][CH2:10][CH2:11][CH2:12][CH2:13][CH2:14][CH2:15][CH3:16]. The yield is 0.850. (8) The reactants are N1C=CC=CC=1.[CH2:7]([O:14][CH2:15][C@H:16]1[O:21][C@@H:20]([O:22][CH2:23][C@H:24]2[O:37][C@@H:28]([O:29][Si](C(C)(C)C)(C)C)[C@H:27]([NH:38][C:39](=[O:61])[CH2:40][C@H:41]([O:53][CH2:54][C:55]3[CH:60]=[CH:59][CH:58]=[CH:57][CH:56]=3)[CH2:42][CH2:43][CH2:44][CH2:45][CH2:46][CH2:47][CH2:48][CH2:49][CH2:50][CH2:51][CH3:52])[C@@H:26]([O:62][C:63](=[O:85])[CH2:64][C@H:65]([O:77][CH2:78][C:79]3[CH:84]=[CH:83][CH:82]=[CH:81][CH:80]=3)[CH2:66][CH2:67][CH2:68][CH2:69][CH2:70][CH2:71][CH2:72][CH2:73][CH2:74][CH2:75][CH3:76])[C@@H:25]2[O:86][CH2:87][C:88]2[CH:93]=[CH:92][CH:91]=[CH:90][CH:89]=2)[C@H:19]([NH:94][C:95](=[O:123])[CH2:96][C@H:97]([O:109][C:110](=[O:122])[CH2:111][CH2:112][CH2:113][CH2:114][CH2:115][CH2:116][CH2:117][CH2:118][CH2:119][CH2:120][CH3:121])[CH2:98][CH2:99][CH2:100][CH2:101][CH2:102][CH2:103][CH2:104][CH2:105][CH2:106][CH2:107][CH3:108])[C@@H:18]([O:124][C:125](=[O:155])[CH2:126][C@H:127]([O:139][C:140](=[O:154])[CH2:141][CH2:142][CH2:143][CH2:144][CH2:145][CH2:146][CH2:147][CH2:148][CH2:149][CH2:150][CH2:151][CH2:152][CH3:153])[CH2:128][CH2:129][CH2:130][CH2:131][CH2:132][CH2:133][CH2:134][CH2:135][CH2:136][CH2:137][CH3:138])[C@@H:17]1[O:156][P:157]1(=[O:168])[O:163][CH2:162][C:161]2[CH:164]=[CH:165][CH:166]=[CH:167][C:160]=2[CH2:159][O:158]1)[C:8]1[CH:13]=[CH:12][CH:11]=[CH:10][CH:9]=1. The catalyst is C1COCC1.C(OCC)(=O)C. The product is [CH2:7]([O:14][CH2:15][C@H:16]1[O:21][C@@H:20]([O:22][CH2:23][C@H:24]2[O:37][C@H:28]([OH:29])[C@H:27]([NH:38][C:39](=[O:61])[CH2:40][C@H:41]([O:53][CH2:54][C:55]3[CH:56]=[CH:57][CH:58]=[CH:59][CH:60]=3)[CH2:42][CH2:43][CH2:44][CH2:45][CH2:46][CH2:47][CH2:48][CH2:49][CH2:50][CH2:51][CH3:52])[C@@H:26]([O:62][C:63](=[O:85])[CH2:64][C@H:65]([O:77][CH2:78][C:79]3[CH:80]=[CH:81][CH:82]=[CH:83][CH:84]=3)[CH2:66][CH2:67][CH2:68][CH2:69][CH2:70][CH2:71][CH2:72][CH2:73][CH2:74][CH2:75][CH3:76])[C@@H:25]2[O:86][CH2:87][C:88]2[CH:93]=[CH:92][CH:91]=[CH:90][CH:89]=2)[C@H:19]([NH:94][C:95](=[O:123])[CH2:96][C@H:97]([O:109][C:110](=[O:122])[CH2:111][CH2:112][CH2:113][CH2:114][CH2:115][CH2:116][CH2:117][CH2:118][CH2:119][CH2:120][CH3:121])[CH2:98][CH2:99][CH2:100][CH2:101][CH2:102][CH2:103][CH2:104][CH2:105][CH2:106][CH2:107][CH3:108])[C@@H:18]([O:124][C:125](=[O:155])[CH2:126][C@H:127]([O:139][C:140](=[O:154])[CH2:141][CH2:142][CH2:143][CH2:144][CH2:145][CH2:146][CH2:147][CH2:148][CH2:149][CH2:150][CH2:151][CH2:152][CH3:153])[CH2:128][CH2:129][CH2:130][CH2:131][CH2:132][CH2:133][CH2:134][CH2:135][CH2:136][CH2:137][CH3:138])[C@@H:17]1[O:156][P:157]1(=[O:168])[O:158][CH2:159][C:160]2[CH:167]=[CH:166][CH:165]=[CH:164][C:161]=2[CH2:162][O:163]1)[C:8]1[CH:9]=[CH:10][CH:11]=[CH:12][CH:13]=1. The yield is 0.840.